Task: Predict the product of the given reaction.. Dataset: Forward reaction prediction with 1.9M reactions from USPTO patents (1976-2016) (1) Given the reactants B(Br)(Br)Br.C[O:6][C:7]1[C:12]2[O:13][CH:14]=[CH:15][C:11]=2[C:10]([O:16][CH2:17][C:18]([O:20][CH2:21][CH3:22])=[O:19])=[CH:9][CH:8]=1.O, predict the reaction product. The product is: [OH:6][C:7]1[C:12]2[O:13][CH:14]=[CH:15][C:11]=2[C:10]([O:16][CH2:17][C:18]([O:20][CH2:21][CH3:22])=[O:19])=[CH:9][CH:8]=1. (2) The product is: [CH3:7][O:8][CH2:9][O:10][C:11]1[CH:21]=[CH:20][CH:19]=[C:13]([CH2:14][OH:15])[C:12]=1[CH2:17][OH:16]. Given the reactants [H-].[Al+3].[Li+].[H-].[H-].[H-].[CH3:7][O:8][CH2:9][O:10][C:11]1[CH:21]=[CH:20][CH:19]=[C:13]2[C:14]([O:16][C:17](=O)[C:12]=12)=[O:15].[Cl-].[NH4+], predict the reaction product. (3) Given the reactants C1(CCCCC(O)=O)C=CC=CC=1.I[N:15]1[C:21]([CH3:23])([CH3:22])[C:19](=[O:20])[N:18]([CH3:24])[C:16]1=[O:17].[O-]S([O-])=O.[Na+].[Na+], predict the reaction product. The product is: [CH3:24][N:18]1[C:19](=[O:20])[C:21]([CH3:23])([CH3:22])[NH:15][C:16]1=[O:17]. (4) Given the reactants [CH2:1]([O:3][C:4]([C:6]1[C:10]([CH3:11])=[CH:9][NH:8][C:7]=1[CH2:12][C:13]([OH:15])=O)=[O:5])[CH3:2].Cl.C(N=C=NC[CH2:23][CH2:24][N:25]([CH3:27])[CH3:26])C.O[N:29]1[C:33]2C=CC=CC=2N=N1.O.CN(C)[CH:41]=[O:42], predict the reaction product. The product is: [CH2:1]([O:3][C:4]([C:6]1[C:10]([CH3:11])=[CH:9][NH:8][C:7]=1[CH2:12][C:13](=[O:15])[NH:29][CH2:33][CH2:27][N:25]1[CH2:24][CH2:23][O:42][CH2:41][CH2:26]1)=[O:5])[CH3:2]. (5) Given the reactants [Cl:1][C:2]1[CH:7]=[CH:6][C:5]([CH2:8][CH2:9][C:10]([OH:12])=[O:11])=[CH:4][CH:3]=1.[CH3:13][Si](C=[N+]=[N-])(C)C, predict the reaction product. The product is: [Cl:1][C:2]1[CH:3]=[CH:4][C:5]([CH2:8][CH2:9][C:10]([O:12][CH3:13])=[O:11])=[CH:6][CH:7]=1. (6) Given the reactants C=C.[CH2:3]=[CH:4][CH3:5].[C:6]1([CH3:12])[CH:11]=[CH:10][CH:9]=[CH:8][CH:7]=1, predict the reaction product. The product is: [CH2:12]([C:6]1[CH:11]=[CH:10][CH:9]=[CH:8][CH:7]=1)[CH2:3][CH3:4].[CH2:12]([C:6]1[CH:11]=[CH:10][CH:9]=[CH:8][CH:7]=1)[CH:4]([CH3:5])[CH3:3]. (7) Given the reactants [Cl:1][C:2]1[CH:10]=[CH:9][C:8]([C:11]2[NH:15][C:14]3[CH:16]=[CH:17][CH:18]=[CH:19][C:13]=3[N:12]=2)=[C:7]2[C:3]=1[CH:4](O)[N:5](C(C)(C1C=CC=CC=1)C)[C:6]2=[O:20].FC(F)(F)C(O)=O.C([SiH](CC)CC)C.C(=O)([O-])O.[Na+], predict the reaction product. The product is: [Cl:1][C:2]1[CH:10]=[CH:9][C:8]([C:11]2[NH:12][C:13]3[CH:19]=[CH:18][CH:17]=[CH:16][C:14]=3[N:15]=2)=[C:7]2[C:3]=1[CH2:4][NH:5][C:6]2=[O:20].